This data is from Full USPTO retrosynthesis dataset with 1.9M reactions from patents (1976-2016). The task is: Predict the reactants needed to synthesize the given product. (1) The reactants are: C([N:4]1[C:16]2[CH:15]=[CH:14][C:13]([Si:17]([C:30]3[CH:35]=[CH:34][CH:33]=[CH:32][CH:31]=3)([C:24]3[CH:29]=[CH:28][CH:27]=[CH:26][CH:25]=3)[C:18]3[CH:23]=[CH:22][CH:21]=[CH:20][CH:19]=3)=[CH:12][C:11]=2[C:10]2[C:5]1=[CH:6][CH:7]=[C:8]([Si:36]([C:49]1[CH:54]=[CH:53][CH:52]=[CH:51][CH:50]=1)([C:43]1[CH:48]=[CH:47][CH:46]=[CH:45][CH:44]=1)[C:37]1[CH:42]=[CH:41][CH:40]=[CH:39][CH:38]=1)[CH:9]=2)(=O)C.[OH-].[Na+].Cl. Given the product [C:30]1([Si:17]([C:18]2[CH:19]=[CH:20][CH:21]=[CH:22][CH:23]=2)([C:24]2[CH:25]=[CH:26][CH:27]=[CH:28][CH:29]=2)[C:13]2[CH:14]=[CH:15][C:16]3[NH:4][C:5]4[C:10]([C:11]=3[CH:12]=2)=[CH:9][C:8]([Si:36]([C:37]2[CH:38]=[CH:39][CH:40]=[CH:41][CH:42]=2)([C:43]2[CH:48]=[CH:47][CH:46]=[CH:45][CH:44]=2)[C:49]2[CH:54]=[CH:53][CH:52]=[CH:51][CH:50]=2)=[CH:7][CH:6]=4)[CH:35]=[CH:34][CH:33]=[CH:32][CH:31]=1, predict the reactants needed to synthesize it. (2) The reactants are: N(OCCC(C)C)=O.[F:9][C:10]1[C:15]2[N:16]=[C:17](N)[S:18][C:14]=2[CH:13]=[C:12]([F:20])[CH:11]=1.[ClH:21]. Given the product [Cl:21][C:17]1[S:18][C:14]2[CH:13]=[C:12]([F:20])[CH:11]=[C:10]([F:9])[C:15]=2[N:16]=1, predict the reactants needed to synthesize it.